Dataset: Forward reaction prediction with 1.9M reactions from USPTO patents (1976-2016). Task: Predict the product of the given reaction. Given the reactants [C:1]([C:5]1[CH:9]=[C:8]([NH2:10])[N:7]([CH2:11][CH2:12][CH2:13][CH3:14])[N:6]=1)([CH3:4])([CH3:3])[CH3:2].C(N(CC)CC)C.[F:22][C:23]([F:34])([F:33])[C:24](O[C:24](=[O:25])[C:23]([F:34])([F:33])[F:22])=[O:25], predict the reaction product. The product is: [C:1]([C:5]1[CH:9]=[C:8]([NH:10][C:24](=[O:25])[C:23]([F:34])([F:33])[F:22])[N:7]([CH2:11][CH2:12][CH2:13][CH3:14])[N:6]=1)([CH3:4])([CH3:3])[CH3:2].